Dataset: Full USPTO retrosynthesis dataset with 1.9M reactions from patents (1976-2016). Task: Predict the reactants needed to synthesize the given product. (1) Given the product [NH2:17][C:16](=[C:6]([C:1](=[O:5])[CH:2]([CH3:4])[CH3:3])[C:7]([O:9][CH3:10])=[O:8])[C:15]1[CH:18]=[CH:19][C:12]([F:11])=[CH:13][CH:14]=1, predict the reactants needed to synthesize it. The reactants are: [C:1]([CH2:6][C:7]([O:9][CH3:10])=[O:8])(=[O:5])[CH:2]([CH3:4])[CH3:3].[F:11][C:12]1[CH:19]=[CH:18][C:15]([C:16]#[N:17])=[CH:14][CH:13]=1. (2) The reactants are: C(O[CH:5](C)[C:6]([OH:8])=O)(=O)C.C(O[C:14]([CH3:17])([CH3:16])[CH3:15])(=O)C.Cl(O)(=O)(=O)=O.[C:23](=[O:26])([O-])[OH:24].[Na+]. Given the product [OH:8][CH:6]([CH3:5])[C:23]([O:24][C:14]([CH3:17])([CH3:16])[CH3:15])=[O:26], predict the reactants needed to synthesize it.